From a dataset of Forward reaction prediction with 1.9M reactions from USPTO patents (1976-2016). Predict the product of the given reaction. (1) Given the reactants [CH:1]1[C:6]2[N:7]=[C:8]3[N:13]([CH2:14][C:5]=2[C:4](Cl)=[C:3](Cl)[CH:2]=1)CC(=O)[NH:9]3.O.Cl.C(N(CC1C(N)=CC=C(Cl)C=1Cl)CC(O)=O)C.N#CBr, predict the reaction product. The product is: [NH:9]=[C:8]1[N:13]=[CH:14][C:5]2[C:6](=[CH:1][CH:2]=[CH:3][CH:4]=2)[NH:7]1. (2) The product is: [Br:25][C:26]1[C:8]([C:7]2[C:2]([Cl:1])=[CH:3][CH:4]=[C:5]([CH3:12])[C:6]=2[F:11])=[N:9][O:10][C:27]=1[C@@H:28]1[C@:33]([C:35]2[CH:40]=[CH:39][C:38]([F:41])=[C:37]([F:42])[CH:36]=2)([OH:34])[CH2:32][CH2:31][N:30]([C:43]([O:45][C:46]([CH3:49])([CH3:48])[CH3:47])=[O:44])[CH2:29]1. Given the reactants [Cl:1][C:2]1[C:7]([CH:8]=[N:9][OH:10])=[C:6]([F:11])[C:5]([CH3:12])=[CH:4][CH:3]=1.CC1C=CC(S(NCl)(=O)=O)=CC=1.[Br:25][C:26]#[C:27][C@@H:28]1[C@:33]([C:35]2[CH:40]=[CH:39][C:38]([F:41])=[C:37]([F:42])[CH:36]=2)([OH:34])[CH2:32][CH2:31][N:30]([C:43]([O:45][C:46]([CH3:49])([CH3:48])[CH3:47])=[O:44])[CH2:29]1, predict the reaction product. (3) The product is: [CH3:4][OH:8].[Br:11][C:12]1[CH:23]=[CH:22][C:15]([C:16]([C:2]2[CH:7]=[CH:6][CH:5]=[C:4]([O:8][CH2:9][CH3:10])[CH:3]=2)=[O:17])=[CH:14][CH:13]=1. Given the reactants Br[C:2]1[CH:3]=[C:4]([O:8][CH2:9][CH3:10])[CH:5]=[CH:6][CH:7]=1.[Br:11][C:12]1[CH:23]=[CH:22][C:15]([C:16](N(OC)C)=[O:17])=[CH:14][CH:13]=1, predict the reaction product. (4) Given the reactants [OH:1][C:2]1[CH:3]=[C:4]([CH:14]=[C:15]([O:17][CH:18]([CH3:20])[CH3:19])[CH:16]=1)[C:5]([NH:7][C:8]1[CH:12]=[CH:11][N:10]([CH3:13])[N:9]=1)=[O:6].F[C:22]1[CH:23]=[CH:24][C:25]([C:28]2[O:32][N:31]=[C:30]([C:33]([O:35][CH2:36][CH3:37])=[O:34])[N:29]=2)=[N:26][CH:27]=1.C(=O)([O-])[O-].[K+].[K+].CN(C=O)C, predict the reaction product. The product is: [CH:18]([O:17][C:15]1[CH:16]=[C:2]([CH:3]=[C:4]([C:5](=[O:6])[NH:7][C:8]2[CH:12]=[CH:11][N:10]([CH3:13])[N:9]=2)[CH:14]=1)[O:1][C:22]1[CH:23]=[CH:24][C:25]([C:28]2[O:32][N:31]=[C:30]([C:33]([O:35][CH2:36][CH3:37])=[O:34])[N:29]=2)=[N:26][CH:27]=1)([CH3:20])[CH3:19]. (5) Given the reactants [Br:1][C:2]1[CH:21]=[CH:20][C:5]2[O:6][CH2:7][C:8](=[O:19])[CH2:9][N:10]3[C:18]4[CH:17]=[CH:16][CH:15]=[CH:14][C:13]=4[CH:12]=[C:11]3[C:4]=2[CH:3]=1.[CH2:22]1COCC1, predict the reaction product. The product is: [Br:1][C:2]1[CH:21]=[CH:20][C:5]2[O:6][CH2:7][C:8]([CH3:22])([OH:19])[CH2:9][N:10]3[C:18]4[CH:17]=[CH:16][CH:15]=[CH:14][C:13]=4[CH:12]=[C:11]3[C:4]=2[CH:3]=1. (6) Given the reactants [F:1][C:2]1[CH:7]=[CH:6][C:5]([CH2:8][CH2:9][N:10]2[CH2:15][CH2:14][C@@H:13]([CH3:16])[C@H:12]([CH2:17][OH:18])[CH2:11]2)=[CH:4][CH:3]=1.C(N(CC)CC)C.[CH3:26][S:27](Cl)(=[O:29])=[O:28], predict the reaction product. The product is: [F:1][C:2]1[CH:7]=[CH:6][C:5]([CH2:8][CH2:9][N:10]2[CH2:15][CH2:14][C@@H:13]([CH3:16])[C@H:12]([CH2:17][O:18][S:27]([CH3:26])(=[O:29])=[O:28])[CH2:11]2)=[CH:4][CH:3]=1. (7) Given the reactants Cl[C:2]1[CH:11]=[CH:10][C:9]2[C:8]([C:12]([NH:14][CH2:15][C:16]34[CH2:25][CH:20]5[CH2:21][CH:22]([CH2:24][CH:18]([CH2:19]5)[CH2:17]3)[CH2:23]4)=[O:13])=[C:7]([Cl:26])[CH:6]=[CH:5][C:4]=2[N:3]=1.C(N(CC)CC)C.[NH:34]1[CH2:38][CH2:37][C@H:36]([NH:39][CH2:40][CH2:41][C:42]#[N:43])[CH2:35]1, predict the reaction product. The product is: [Cl:26][C:7]1[CH:6]=[CH:5][C:4]2[N:3]=[C:2]([N:34]3[CH2:38][CH2:37][C@H:36]([NH:39][CH2:40][CH2:41][C:42]#[N:43])[CH2:35]3)[CH:11]=[CH:10][C:9]=2[C:8]=1[C:12]([NH:14][CH2:15][C:16]12[CH2:23][CH:22]3[CH2:21][CH:20]([CH2:19][CH:18]([CH2:24]3)[CH2:17]1)[CH2:25]2)=[O:13].